Dataset: Peptide-MHC class II binding affinity with 134,281 pairs from IEDB. Task: Regression. Given a peptide amino acid sequence and an MHC pseudo amino acid sequence, predict their binding affinity value. This is MHC class II binding data. (1) The MHC is HLA-DQA10601-DQB10402 with pseudo-sequence HLA-DQA10601-DQB10402. The binding affinity (normalized) is 0. The peptide sequence is EDMLEVWNRVWITNN. (2) The peptide sequence is AVADICKKYKIWMHV. The MHC is H-2-IAd with pseudo-sequence H-2-IAd. The binding affinity (normalized) is 0. (3) The peptide sequence is AEGGKATTEEQKLIE. The MHC is HLA-DPA10103-DPB10301 with pseudo-sequence HLA-DPA10103-DPB10301. The binding affinity (normalized) is 0. (4) The peptide sequence is EDMLEVWNRVWITNN. The MHC is DRB5_0101 with pseudo-sequence DRB5_0101. The binding affinity (normalized) is 0.551. (5) The peptide sequence is FMVAMFLAVAVVLGL. The MHC is DRB1_1501 with pseudo-sequence DRB1_1501. The binding affinity (normalized) is 0.0244. (6) The peptide sequence is KKTLLDLLKLTVAVGLH. The MHC is DRB1_1101 with pseudo-sequence DRB1_1101. The binding affinity (normalized) is 0.620.